From a dataset of Peptide-MHC class II binding affinity with 134,281 pairs from IEDB. Regression. Given a peptide amino acid sequence and an MHC pseudo amino acid sequence, predict their binding affinity value. This is MHC class II binding data. (1) The peptide sequence is DYVRMWVQAATAMSA. The MHC is DRB4_0101 with pseudo-sequence DRB4_0103. The binding affinity (normalized) is 0.186. (2) The peptide sequence is SPIINREGKVVGLYG. The MHC is DRB1_0405 with pseudo-sequence DRB1_0405. The binding affinity (normalized) is 0.138. (3) The peptide sequence is KALYDLQRSAMVYSS. The MHC is HLA-DPA10201-DPB10501 with pseudo-sequence HLA-DPA10201-DPB10501. The binding affinity (normalized) is 0.312. (4) The MHC is DRB1_1101 with pseudo-sequence DRB1_1101. The binding affinity (normalized) is 0.674. The peptide sequence is KKLVLNIKYTRPGDS.